This data is from NCI-60 drug combinations with 297,098 pairs across 59 cell lines. The task is: Regression. Given two drug SMILES strings and cell line genomic features, predict the synergy score measuring deviation from expected non-interaction effect. (1) Drug 1: CCC1=C2CN3C(=CC4=C(C3=O)COC(=O)C4(CC)O)C2=NC5=C1C=C(C=C5)O. Drug 2: C(=O)(N)NO. Cell line: SW-620. Synergy scores: CSS=12.3, Synergy_ZIP=-5.73, Synergy_Bliss=-0.639, Synergy_Loewe=-32.2, Synergy_HSA=0.0228. (2) Drug 1: CC1=C2C(C(=O)C3(C(CC4C(C3C(C(C2(C)C)(CC1OC(=O)C(C(C5=CC=CC=C5)NC(=O)OC(C)(C)C)O)O)OC(=O)C6=CC=CC=C6)(CO4)OC(=O)C)OC)C)OC. Drug 2: CC(C)NC(=O)C1=CC=C(C=C1)CNNC.Cl. Cell line: MDA-MB-231. Synergy scores: CSS=30.9, Synergy_ZIP=0.378, Synergy_Bliss=-1.24, Synergy_Loewe=-25.6, Synergy_HSA=-2.06.